This data is from Catalyst prediction with 721,799 reactions and 888 catalyst types from USPTO. The task is: Predict which catalyst facilitates the given reaction. (1) Reactant: Cl.[C:2]1([C@H:8]2[CH2:10][C@@H:9]2[N:11]2[C:19](=[O:20])[C@@H:14]3[CH2:15][NH:16][CH2:17][CH2:18][N:13]3[C:12]2=[O:21])[CH:7]=[CH:6][CH:5]=[CH:4][CH:3]=1.[C:22]1([N:28]2[C:32]([NH:33][C:34](=O)[O:35]C3C=CC=CC=3)=[CH:31][CH:30]=[N:29]2)[CH:27]=[CH:26][CH:25]=[CH:24][CH:23]=1. Product: [O:20]=[C:19]1[C@@H:14]2[CH2:15][N:16]([C:34]([NH:33][C:32]3[N:28]([C:22]4[CH:23]=[CH:24][CH:25]=[CH:26][CH:27]=4)[N:29]=[CH:30][CH:31]=3)=[O:35])[CH2:17][CH2:18][N:13]2[C:12](=[O:21])[N:11]1[C@H:9]1[CH2:10][C@@H:8]1[C:2]1[CH:7]=[CH:6][CH:5]=[CH:4][CH:3]=1. The catalyst class is: 2. (2) Reactant: [Br:1][C:2]1[C:3]([CH3:14])=[C:4]2[C:9](=[C:10]([CH3:12])[CH:11]=1)[S:8][CH2:7][CH2:6][C:5]2=[O:13].[BH4-].[Na+].Cl. Product: [Br:1][C:2]1[C:3]([CH3:14])=[C:4]2[C:9](=[C:10]([CH3:12])[CH:11]=1)[S:8][CH2:7][CH2:6][CH:5]2[OH:13]. The catalyst class is: 5. (3) Reactant: [S:1]1[CH:5]=[CH:4][CH:3]=[C:2]1[C:6]1[CH:11]=[CH:10][C:9]([OH:12])=[CH:8][CH:7]=1.CCN(CC)CC.[CH3:20][Si:21](Cl)([CH3:23])[CH3:22]. The catalyst class is: 1. Product: [CH3:20][Si:21]([CH3:23])([CH3:22])[O:12][C:9]1[CH:10]=[CH:11][C:6]([C:2]2[S:1][CH:5]=[CH:4][CH:3]=2)=[CH:7][CH:8]=1. (4) Reactant: [OH:1][CH2:2][CH:3]1[O:12][C:11]2[C:6](=[CH:7][CH:8]=[C:9]3[NH:15][C:14](=[O:16])[NH:13][C:10]3=2)[CH2:5][CH2:4]1.[C:17]1([CH3:27])[CH:22]=[CH:21][C:20]([S:23](Cl)(=[O:25])=[O:24])=[CH:19][CH:18]=1. Product: [O:16]=[C:14]1[NH:13][C:10]2=[C:11]3[C:6](=[CH:7][CH:8]=[C:9]2[NH:15]1)[CH2:5][CH2:4][CH:3]([CH2:2][O:1][S:23]([C:20]1[CH:21]=[CH:22][C:17]([CH3:27])=[CH:18][CH:19]=1)(=[O:25])=[O:24])[O:12]3. The catalyst class is: 17. (5) Reactant: [Li+].[OH-:2].Cl.[CH2:4]1[CH2:8][O:7][CH2:6][CH2:5]1. Product: [C:4]1(=[CH:5][C:6]([OH:2])=[O:7])[CH2:8][CH2:6][CH2:5][CH2:4][CH2:8]1. The catalyst class is: 5. (6) Reactant: [Cl:1][C:2]1[N:3]=[CH:4][C:5]2[NH:11][C:10](=[O:12])[C:9]([F:14])([CH3:13])[CH2:8][N:7]([CH:15]3[CH2:19][CH2:18][CH2:17][CH2:16]3)[C:6]=2[N:20]=1.[H-].[Na+].[CH3:23]I. Product: [Cl:1][C:2]1[N:3]=[CH:4][C:5]2[N:11]([CH3:23])[C:10](=[O:12])[C:9]([F:14])([CH3:13])[CH2:8][N:7]([CH:15]3[CH2:19][CH2:18][CH2:17][CH2:16]3)[C:6]=2[N:20]=1. The catalyst class is: 44. (7) Reactant: [Cl-].[NH4+:2].C[Al](C)C.[CH3:7][O:8][C:9]1[CH:16]=[CH:15][CH:14]=[CH:13][C:10]=1[C:11]#[N:12]. Product: [CH3:7][O:8][C:9]1[CH:16]=[CH:15][CH:14]=[CH:13][C:10]=1[C:11](=[NH:2])[NH2:12]. The catalyst class is: 11. (8) Reactant: [CH2:1]([C:5]1[CH:6]=[C:7]([CH:15]=[CH:16][N:17]=1)[C:8]([O:10]C(C)(C)C)=[O:9])[CH:2]([CH3:4])[CH3:3]. Product: [CH2:1]([C:5]1[CH:6]=[C:7]([CH:15]=[CH:16][N:17]=1)[C:8]([OH:10])=[O:9])[CH:2]([CH3:4])[CH3:3]. The catalyst class is: 33.